Dataset: Peptide-MHC class I binding affinity with 185,985 pairs from IEDB/IMGT. Task: Regression. Given a peptide amino acid sequence and an MHC pseudo amino acid sequence, predict their binding affinity value. This is MHC class I binding data. (1) The peptide sequence is AARNIVRRA. The MHC is HLA-A02:01 with pseudo-sequence HLA-A02:01. The binding affinity (normalized) is 0. (2) The peptide sequence is YIVAYQATV. The MHC is HLA-A02:05 with pseudo-sequence HLA-A02:05. The binding affinity (normalized) is 0.733.